This data is from NCI-60 drug combinations with 297,098 pairs across 59 cell lines. The task is: Regression. Given two drug SMILES strings and cell line genomic features, predict the synergy score measuring deviation from expected non-interaction effect. (1) Drug 1: CN(C)N=NC1=C(NC=N1)C(=O)N. Drug 2: CCC1(C2=C(COC1=O)C(=O)N3CC4=CC5=C(C=CC(=C5CN(C)C)O)N=C4C3=C2)O.Cl. Cell line: KM12. Synergy scores: CSS=12.0, Synergy_ZIP=-9.70, Synergy_Bliss=-13.4, Synergy_Loewe=-30.2, Synergy_HSA=-9.38. (2) Drug 1: COC1=C2C(=CC3=C1OC=C3)C=CC(=O)O2. Drug 2: CC1C(C(CC(O1)OC2CC(CC3=C2C(=C4C(=C3O)C(=O)C5=CC=CC=C5C4=O)O)(C(=O)C)O)N)O. Cell line: IGROV1. Synergy scores: CSS=50.1, Synergy_ZIP=6.99, Synergy_Bliss=4.16, Synergy_Loewe=-23.9, Synergy_HSA=2.99. (3) Drug 1: CCC(=C(C1=CC=CC=C1)C2=CC=C(C=C2)OCCN(C)C)C3=CC=CC=C3.C(C(=O)O)C(CC(=O)O)(C(=O)O)O. Drug 2: CS(=O)(=O)CCNCC1=CC=C(O1)C2=CC3=C(C=C2)N=CN=C3NC4=CC(=C(C=C4)OCC5=CC(=CC=C5)F)Cl. Cell line: OVCAR-4. Synergy scores: CSS=0.711, Synergy_ZIP=0.292, Synergy_Bliss=1.10, Synergy_Loewe=-4.64, Synergy_HSA=-4.63. (4) Drug 1: C1=CC(=CC=C1CCC2=CNC3=C2C(=O)NC(=N3)N)C(=O)NC(CCC(=O)O)C(=O)O. Drug 2: CC1C(C(CC(O1)OC2CC(CC3=C2C(=C4C(=C3O)C(=O)C5=C(C4=O)C(=CC=C5)OC)O)(C(=O)CO)O)N)O.Cl. Cell line: HL-60(TB). Synergy scores: CSS=52.2, Synergy_ZIP=-7.21, Synergy_Bliss=-16.7, Synergy_Loewe=-0.238, Synergy_HSA=-9.84. (5) Drug 1: CCN(CC)CCCC(C)NC1=C2C=C(C=CC2=NC3=C1C=CC(=C3)Cl)OC. Drug 2: CC1C(C(CC(O1)OC2CC(CC3=C2C(=C4C(=C3O)C(=O)C5=CC=CC=C5C4=O)O)(C(=O)C)O)N)O. Cell line: NCIH23. Synergy scores: CSS=40.0, Synergy_ZIP=-5.17, Synergy_Bliss=-7.44, Synergy_Loewe=-6.33, Synergy_HSA=-4.57. (6) Drug 1: CC12CCC3C(C1CCC2O)C(CC4=C3C=CC(=C4)O)CCCCCCCCCS(=O)CCCC(C(F)(F)F)(F)F. Drug 2: CNC(=O)C1=NC=CC(=C1)OC2=CC=C(C=C2)NC(=O)NC3=CC(=C(C=C3)Cl)C(F)(F)F. Cell line: HOP-92. Synergy scores: CSS=2.56, Synergy_ZIP=-1.08, Synergy_Bliss=-2.55, Synergy_Loewe=-2.29, Synergy_HSA=-1.79. (7) Drug 1: CCC1(CC2CC(C3=C(CCN(C2)C1)C4=CC=CC=C4N3)(C5=C(C=C6C(=C5)C78CCN9C7C(C=CC9)(C(C(C8N6C)(C(=O)OC)O)OC(=O)C)CC)OC)C(=O)OC)O.OS(=O)(=O)O. Drug 2: C(CN)CNCCSP(=O)(O)O. Cell line: MDA-MB-435. Synergy scores: CSS=-1.94, Synergy_ZIP=1.10, Synergy_Bliss=0.771, Synergy_Loewe=-1.96, Synergy_HSA=-1.64. (8) Drug 1: C(=O)(N)NO. Drug 2: CCC1(C2=C(COC1=O)C(=O)N3CC4=CC5=C(C=CC(=C5CN(C)C)O)N=C4C3=C2)O.Cl. Cell line: DU-145. Synergy scores: CSS=61.4, Synergy_ZIP=6.04, Synergy_Bliss=4.90, Synergy_Loewe=-62.5, Synergy_HSA=3.30. (9) Drug 1: C1CCC(CC1)NC(=O)N(CCCl)N=O. Drug 2: COC1=NC(=NC2=C1N=CN2C3C(C(C(O3)CO)O)O)N. Cell line: A549. Synergy scores: CSS=33.9, Synergy_ZIP=-1.33, Synergy_Bliss=10.2, Synergy_Loewe=6.47, Synergy_HSA=6.94.